Task: Predict the product of the given reaction.. Dataset: Forward reaction prediction with 1.9M reactions from USPTO patents (1976-2016) (1) Given the reactants [CH:1]1([NH:6][C:7]2[N:12]3[N:13]=[C:14]([NH2:16])[N:15]=[C:11]3[CH:10]=[CH:9][CH:8]=2)[CH2:5][CH2:4][CH2:3][CH2:2]1.Br[C:18]1[CH:31]=[CH:30][C:21]([O:22][CH2:23][CH2:24][N:25]2[CH2:29][CH2:28][CH2:27][CH2:26]2)=[CH:20][CH:19]=1.CC1(C)C2C(=C(P(C3C=CC=CC=3)C3C=CC=CC=3)C=CC=2)OC2C(P(C3C=CC=CC=3)C3C=CC=CC=3)=CC=CC1=2.CC(C)([O-])C.[Na+], predict the reaction product. The product is: [CH:1]1([NH:6][C:7]2[N:12]3[N:13]=[C:14]([NH:16][C:18]4[CH:19]=[CH:20][C:21]([O:22][CH2:23][CH2:24][N:25]5[CH2:26][CH2:27][CH2:28][CH2:29]5)=[CH:30][CH:31]=4)[N:15]=[C:11]3[CH:10]=[CH:9][CH:8]=2)[CH2:2][CH2:3][CH2:4][CH2:5]1. (2) The product is: [C:8]([C:7]1[C:5](=[O:6])[NH:4][C:2](=[O:3])[NH:1][CH:9]=1)#[C:13][CH3:17]. Given the reactants [NH:1]1[CH:9]=[C:7]([CH3:8])[C:5](=[O:6])[NH:4][C:2]1=[O:3].N1C(N)=[C:17]2[C:13](N=CN2)=NC=1.N1C=CC(=O)NC1=O.N1C(=O)C2NC=NC=2N=C1N.N1C=CC(N)=NC1=O.NC1N=C2C(NC=N2)=C(N)N=1, predict the reaction product. (3) Given the reactants O[C:2]1[N:6]([CH2:7][C:8]2[CH:13]=[CH:12][C:11]([O:14][CH3:15])=[CH:10][CH:9]=2)[N:5]=[C:4]([CH3:16])[C:3]=1[C:17]([C:19]1[CH:24]=[CH:23][CH:22]=[CH:21][CH:20]=1)=[O:18].C(=O)([O-])O.[Na+].P(Cl)(Cl)([Cl:32])=O, predict the reaction product. The product is: [Cl:32][C:2]1[N:6]([CH2:7][C:8]2[CH:13]=[CH:12][C:11]([O:14][CH3:15])=[CH:10][CH:9]=2)[N:5]=[C:4]([CH3:16])[C:3]=1[C:17]([C:19]1[CH:24]=[CH:23][CH:22]=[CH:21][CH:20]=1)=[O:18]. (4) Given the reactants Cl[C:2](=[N:13][OH:14])[C:3]1[CH:4]=[C:5]([CH:10]=[CH:11][CH:12]=1)[C:6]([O:8][CH3:9])=[O:7].[C:15]([C:17]1[CH:22]=[CH:21][CH:20]=[CH:19][CH:18]=1)#[CH:16].C(N(CC)CC)C.O, predict the reaction product. The product is: [C:17]1([C:15]2[O:14][N:13]=[C:2]([C:3]3[CH:4]=[C:5]([CH:10]=[CH:11][CH:12]=3)[C:6]([O:8][CH3:9])=[O:7])[CH:16]=2)[CH:22]=[CH:21][CH:20]=[CH:19][CH:18]=1. (5) Given the reactants C([O:8][C:9]1[CH:14]=[CH:13][C:12]([C@@H:15]([OH:46])[C@@H:16]([NH:18][CH2:19][CH2:20][O:21][C:22]2[C:27]([CH3:28])=[CH:26][C:25]([C:29]3[CH:34]=[CH:33][C:32]([C:35]([O:37]CC4C=CC=CC=4)=[O:36])=[CH:31][CH:30]=3)=[CH:24][C:23]=2[CH3:45])[CH3:17])=[CH:11][C:10]=1[NH:47][S:48]([CH3:51])(=[O:50])=[O:49])C1C=CC=CC=1, predict the reaction product. The product is: [OH:46][C@H:15]([C:12]1[CH:13]=[CH:14][C:9]([OH:8])=[C:10]([NH:47][S:48]([CH3:51])(=[O:50])=[O:49])[CH:11]=1)[C@@H:16]([NH:18][CH2:19][CH2:20][O:21][C:22]1[C:27]([CH3:28])=[CH:26][C:25]([C:29]2[CH:34]=[CH:33][C:32]([C:35]([OH:37])=[O:36])=[CH:31][CH:30]=2)=[CH:24][C:23]=1[CH3:45])[CH3:17]. (6) The product is: [O:13]1[C@H:17]2[CH2:16][C@@H:15]([CH2:14][O:13][CH3:17])[CH2:14][CH2:15][C@@H:16]12. Given the reactants C[Si]([N-][Si](C)(C)C)(C)C.[K+].CI.[O:13]1[CH2:17][CH2:16][CH2:15][CH2:14]1, predict the reaction product.